This data is from Forward reaction prediction with 1.9M reactions from USPTO patents (1976-2016). The task is: Predict the product of the given reaction. (1) The product is: [CH2:1]([O:3][C:4]([C:6]1[N:7]([C:16]2[CH:21]=[CH:20][C:19]([O:22][CH:23]([CH3:24])[CH3:25])=[CH:18][CH:17]=2)[C:8]2[C:13]([CH:14]=1)=[CH:12][CH:11]=[C:10]([O:15][C:29]1[CH:30]=[CH:31][CH:32]=[C:27]([Cl:26])[N:28]=1)[CH:9]=2)=[O:5])[CH3:2]. Given the reactants [CH2:1]([O:3][C:4]([C:6]1[N:7]([C:16]2[CH:21]=[CH:20][C:19]([O:22][CH:23]([CH3:25])[CH3:24])=[CH:18][CH:17]=2)[C:8]2[C:13]([CH:14]=1)=[CH:12][CH:11]=[C:10]([OH:15])[CH:9]=2)=[O:5])[CH3:2].[Cl:26][C:27]1[CH:32]=[CH:31][CH:30]=[C:29](Cl)[N:28]=1.C([O-])([O-])=O.[K+].[K+].CN(C=O)C, predict the reaction product. (2) Given the reactants [F:1][CH:2]([C:7]1[CH:8]=[C:9]([CH:24]=[CH:25][CH:26]=1)[CH2:10][CH:11]1[CH:15]([C:16]2[CH:21]=[CH:20][C:19]([F:22])=[CH:18][CH:17]=2)[O:14][C:13](=[O:23])[NH:12]1)[C:3]([F:6])([CH3:5])[CH3:4].[C:27](O[C:27]([O:29][C:30]([CH3:33])([CH3:32])[CH3:31])=[O:28])([O:29][C:30]([CH3:33])([CH3:32])[CH3:31])=[O:28], predict the reaction product. The product is: [F:1][CH:2]([C:7]1[CH:8]=[C:9]([CH:24]=[CH:25][CH:26]=1)[CH2:10][CH:11]1[CH:15]([C:16]2[CH:21]=[CH:20][C:19]([F:22])=[CH:18][CH:17]=2)[O:14][C:13](=[O:23])[N:12]1[C:27]([O:29][C:30]([CH3:33])([CH3:32])[CH3:31])=[O:28])[C:3]([F:6])([CH3:5])[CH3:4]. (3) Given the reactants [CH3:1][S:2]([C:5]1[CH:6]=[C:7]([CH2:11][C:12]([O:14]C)=[O:13])[CH:8]=[CH:9][CH:10]=1)(=[O:4])=[O:3].[OH-].[Na+].Cl.O, predict the reaction product. The product is: [CH3:1][S:2]([C:5]1[CH:6]=[C:7]([CH2:11][C:12]([OH:14])=[O:13])[CH:8]=[CH:9][CH:10]=1)(=[O:3])=[O:4]. (4) Given the reactants CC(C[AlH]CC(C)C)C.[CH3:10][O:11][C:12]1[CH:17]=[CH:16][C:15]([C:18]2([C:21]#N)[CH2:20][CH2:19]2)=[CH:14][C:13]=1[O:23][C:24]([F:27])([F:26])[F:25].Cl.C1C[O:32]CC1, predict the reaction product. The product is: [CH3:10][O:11][C:12]1[CH:17]=[CH:16][C:15]([C:18]2([CH:21]=[O:32])[CH2:20][CH2:19]2)=[CH:14][C:13]=1[O:23][C:24]([F:27])([F:26])[F:25]. (5) Given the reactants [NH2:1][C:2]1[CH:25]=[CH:24][C:5]([CH2:6][CH:7]2[CH2:11][CH2:10][N:9]([CH:12]3[CH:19]4[CH2:20][CH:15]5[CH2:16][C:17]([OH:22])([CH2:21][CH:13]3[CH2:14]5)[CH2:18]4)[C:8]2=[O:23])=[C:4]([Cl:26])[CH:3]=1.Cl[CH2:28][CH2:29][N:30]=[C:31]=[O:32].C(OCC)(=O)C.O, predict the reaction product. The product is: [Cl:26][C:4]1[CH:3]=[C:2]([N:1]2[CH2:28][CH2:29][NH:30][C:31]2=[O:32])[CH:25]=[CH:24][C:5]=1[CH2:6][CH:7]1[CH2:11][CH2:10][N:9]([CH:12]2[CH:13]3[CH2:14][CH:15]4[CH2:16][C:17]([OH:22])([CH2:18][CH:19]2[CH2:20]4)[CH2:21]3)[C:8]1=[O:23].